Task: Predict the reaction yield, written as a fraction of the theoretical maximum amount of product (1.0 means a 100% yield; for example, 0.34 means a 34% yield).. Dataset: Reaction yield outcomes from USPTO patents with 853,638 reactions (1) The reactants are [CH3:1][O:2][C:3]1[CH:10]=[CH:9][C:6]([CH:7]=O)=[C:5]([C:11]([N:13]2[CH2:18][CH2:17][N:16]([CH3:19])[CH2:15][CH2:14]2)=[O:12])[CH:4]=1.[NH2:20][C:21]1[CH:29]=[C:28]([O:30][CH3:31])[CH:27]=[C:26]([O:32][CH3:33])[C:22]=1[C:23]([NH2:25])=[O:24].OS([O-])=O.[Na+].O.C1(C)C=CC(S(O)(=O)=O)=CC=1. The catalyst is CN(C)C(=O)C. The product is [CH3:33][O:32][C:26]1[CH:27]=[C:28]([O:30][CH3:31])[CH:29]=[C:21]2[C:22]=1[C:23](=[O:24])[NH:25][C:7]([C:6]1[CH:9]=[CH:10][C:3]([O:2][CH3:1])=[CH:4][C:5]=1[C:11]([N:13]1[CH2:18][CH2:17][N:16]([CH3:19])[CH2:15][CH2:14]1)=[O:12])=[N:20]2. The yield is 0.0800. (2) The yield is 0.730. The product is [CH3:1][O:2][C:3]([C:5]1([NH:18][C:19](=[O:28])[C:20]2[CH:25]=[CH:24][CH:23]=[C:22]([CH3:26])[C:21]=2[O:27][CH:36]([CH3:38])[CH3:37])[CH2:6][C:7]2[C:17]3[C:11]([CH:10]=[CH:9][CH:8]=2)=[CH:12][CH:13]=[CH:14][C:15]=3[CH2:16]1)=[O:4]. The catalyst is CN(C=O)C. The reactants are [CH3:1][O:2][C:3]([C:5]1([NH:18][C:19](=[O:28])[C:20]2[CH:25]=[CH:24][CH:23]=[C:22]([CH3:26])[C:21]=2[OH:27])[CH2:16][C:15]2[C:17]3[C:11]([CH:12]=[CH:13][CH:14]=2)=[CH:10][CH:9]=[CH:8][C:7]=3[CH2:6]1)=[O:4].C([O-])([O-])=O.[Cs+].[Cs+].Br[CH:36]([CH3:38])[CH3:37]. (3) The reactants are C([NH:4][C:5]1[N:6]=[C:7](C2N=CNN=2)[C:8]2[N:14]=[C:13]([C:15]3[CH:20]=[CH:19][C:18]([F:21])=[CH:17][CH:16]=3)[CH:12]=[CH:11][C:9]=2[N:10]=1)(=O)C.[H-].[Na+].[CH:29]1([CH2:32][OH:33])[CH2:31][CH2:30]1. The catalyst is O1CCOCC1. The product is [NH2:4][C:5]1[N:6]=[C:7]([O:33][CH2:32][CH:29]2[CH2:31][CH2:30]2)[C:8]2[N:14]=[C:13]([C:15]3[CH:16]=[CH:17][C:18]([F:21])=[CH:19][CH:20]=3)[CH:12]=[CH:11][C:9]=2[N:10]=1. The yield is 0.470. (4) The reactants are C([O:8][C:9]1[CH:14]=[CH:13][C:12]([CH2:15][CH2:16][C:17](=[O:22])[CH2:18][C:19](=[O:21])[CH3:20])=[CH:11][CH:10]=1)C1C=CC=CC=1.[H][H]. The catalyst is [Pd].ClCCl. The product is [OH:8][C:9]1[CH:10]=[CH:11][C:12]([CH2:15][CH2:16][C:17](=[O:22])[CH2:18][C:19](=[O:21])[CH3:20])=[CH:13][CH:14]=1. The yield is 0.770. (5) The reactants are [CH3:1][C:2]1[N:3]=[C:4]([N:7]2[CH2:11][CH2:10][N:9]([CH2:12][C:13]3[CH:18]=[CH:17][C:16]([C:19]([F:22])([F:21])[F:20])=[CH:15][CH:14]=3)[C:8]2=[O:23])[S:5][CH:6]=1.[Br:24]N1C(=O)CCC1=O. The catalyst is C(#N)C. The product is [Br:24][C:6]1[S:5][C:4]([N:7]2[CH2:11][CH2:10][N:9]([CH2:12][C:13]3[CH:14]=[CH:15][C:16]([C:19]([F:22])([F:21])[F:20])=[CH:17][CH:18]=3)[C:8]2=[O:23])=[N:3][C:2]=1[CH3:1]. The yield is 0.690.